This data is from Peptide-MHC class I binding affinity with 185,985 pairs from IEDB/IMGT. The task is: Regression. Given a peptide amino acid sequence and an MHC pseudo amino acid sequence, predict their binding affinity value. This is MHC class I binding data. The peptide sequence is EIFPNIKIY. The MHC is HLA-B35:01 with pseudo-sequence HLA-B35:01. The binding affinity (normalized) is 0.529.